Task: Predict the product of the given reaction.. Dataset: Forward reaction prediction with 1.9M reactions from USPTO patents (1976-2016) (1) Given the reactants [Cl:1][C:2]1[N:7]=[C:6]([C:8](OC)=O)[CH:5]=[CH:4][CH:3]=1.[NH2:12][C:13]([NH:15][C:16]([NH2:18])=[O:17])=[O:14].O.C([O-])(O)=O.[Na+], predict the reaction product. The product is: [Cl:1][C:2]1[N:7]=[C:6]([C:8]2[NH:18][C:16](=[O:17])[NH:15][C:13](=[O:14])[N:12]=2)[CH:5]=[CH:4][CH:3]=1. (2) Given the reactants [CH3:1][N:2]1[C:6]2=[N:7][CH:8]=[N:9][C:10]([OH:11])=[C:5]2[CH:4]=[N:3]1.[I:12]N1C(=O)CCC1=O.F[B-](F)(F)F.[H+].C(=O)(O)[O-].[Na+], predict the reaction product. The product is: [I:12][C:4]1[C:5]2[C:6](=[N:7][CH:8]=[N:9][C:10]=2[OH:11])[N:2]([CH3:1])[N:3]=1. (3) Given the reactants [Cl:1][C:2]1[CH:7]=[CH:6][C:5]([CH2:8][C:9]2[C:18]3[C:13](=[CH:14][CH:15]=[CH:16][CH:17]=3)[C:12](=[O:19])[N:11]([CH:20]3[CH2:26][CH2:25][CH2:24][NH:23][CH2:22][CH2:21]3)[N:10]=2)=[CH:4][CH:3]=1.CCN(C(C)C)C(C)C.CS(O[CH2:41][CH2:42][C:43]1[CH:48]=[CH:47][C:46]([O:49][CH:50]2[CH2:55][CH2:54][N:53]([CH:56]3[CH2:59][CH2:58][CH2:57]3)[CH2:52][CH2:51]2)=[CH:45][CH:44]=1)(=O)=O.C(Cl)(=O)C, predict the reaction product. The product is: [Cl:1][C:2]1[CH:7]=[CH:6][C:5]([CH2:8][C:9]2[C:18]3[C:13](=[CH:14][CH:15]=[CH:16][CH:17]=3)[C:12](=[O:19])[N:11]([CH:20]3[CH2:26][CH2:25][CH2:24][N:23]([CH2:41][CH2:42][C:43]4[CH:44]=[CH:45][C:46]([O:49][CH:50]5[CH2:51][CH2:52][N:53]([CH:56]6[CH2:59][CH2:58][CH2:57]6)[CH2:54][CH2:55]5)=[CH:47][CH:48]=4)[CH2:22][CH2:21]3)[N:10]=2)=[CH:4][CH:3]=1. (4) The product is: [N:1]1[C:10]2[C:5](=[CH:6][C:7]([C:11]([Cl:22])=[O:13])=[CH:8][CH:9]=2)[CH:4]=[CH:3][CH:2]=1. Given the reactants [N:1]1[C:10]2[C:5](=[CH:6][C:7]([C:11]([OH:13])=O)=[CH:8][CH:9]=2)[CH:4]=[CH:3][CH:2]=1.CN(C)C=O.C(Cl)(=O)C([Cl:22])=O, predict the reaction product. (5) The product is: [C:42]1([C:41]([C:54]2[CH:59]=[CH:58][CH:57]=[CH:56][CH:55]=2)([C:48]2[CH:53]=[CH:52][CH:51]=[CH:50][CH:49]=2)[O:40][CH2:39][CH2:38][O:37][CH2:36][CH2:35][O:34][CH2:33][CH2:32][O:31][CH2:25][CH2:24][O:23][CH2:22][CH2:21][O:20][CH2:19][CH2:18][O:17][CH2:16][CH2:15][O:14][CH2:13][CH2:12][O:11][CH2:10][CH2:9][O:8][CH2:7][C:1]2[CH:2]=[CH:3][CH:4]=[CH:5][CH:6]=2)[CH:47]=[CH:46][CH:45]=[CH:44][CH:43]=1. Given the reactants [C:1]1([CH2:7][O:8][CH2:9][CH2:10][O:11][CH2:12][CH2:13][O:14][CH2:15][CH2:16][O:17][CH2:18][CH2:19][O:20][CH2:21][CH2:22][O:23][CH2:24][CH2:25]O)[CH:6]=[CH:5][CH:4]=[CH:3][CH:2]=1.CS([O:31][CH2:32][CH2:33][O:34][CH2:35][CH2:36][O:37][CH2:38][CH2:39][O:40][C:41]([C:54]1[CH:59]=[CH:58][CH:57]=[CH:56][CH:55]=1)([C:48]1[CH:53]=[CH:52][CH:51]=[CH:50][CH:49]=1)[C:42]1[CH:47]=[CH:46][CH:45]=[CH:44][CH:43]=1)(=O)=O.[H-].[Na+], predict the reaction product. (6) Given the reactants [CH:1]([C:4]1[C:9](=[O:10])[N:8]2[N:11]=[CH:12][C:13]([C:14]#[N:15])=[C:7]2[NH:6][C:5]=1[C:16]1[CH:17]=[N:18][NH:19][CH:20]=1)([CH3:3])[CH3:2].Br[CH2:22][CH:23]1[CH2:25][CH2:24]1.C([O-])([O-])=O.[Cs+].[Cs+], predict the reaction product. The product is: [CH:23]1([CH2:22][N:19]2[CH:20]=[C:16]([C:5]3[NH:6][C:7]4[N:8]([N:11]=[CH:12][C:13]=4[C:14]#[N:15])[C:9](=[O:10])[C:4]=3[CH:1]([CH3:3])[CH3:2])[CH:17]=[N:18]2)[CH2:25][CH2:24]1.